This data is from NCI-60 drug combinations with 297,098 pairs across 59 cell lines. The task is: Regression. Given two drug SMILES strings and cell line genomic features, predict the synergy score measuring deviation from expected non-interaction effect. (1) Drug 1: CC1=C(C(CCC1)(C)C)C=CC(=CC=CC(=CC(=O)O)C)C. Drug 2: CN1C(=O)N2C=NC(=C2N=N1)C(=O)N. Cell line: MALME-3M. Synergy scores: CSS=11.4, Synergy_ZIP=3.25, Synergy_Bliss=2.67, Synergy_Loewe=-5.75, Synergy_HSA=0.174. (2) Drug 1: C1=CC(=CC=C1C#N)C(C2=CC=C(C=C2)C#N)N3C=NC=N3. Drug 2: CCC1(C2=C(COC1=O)C(=O)N3CC4=CC5=C(C=CC(=C5CN(C)C)O)N=C4C3=C2)O.Cl. Cell line: CCRF-CEM. Synergy scores: CSS=41.2, Synergy_ZIP=6.17, Synergy_Bliss=4.37, Synergy_Loewe=-45.3, Synergy_HSA=-4.25. (3) Drug 1: C(CN)CNCCSP(=O)(O)O. Drug 2: N.N.Cl[Pt+2]Cl. Cell line: SNB-75. Synergy scores: CSS=20.3, Synergy_ZIP=-6.81, Synergy_Bliss=-1.06, Synergy_Loewe=-5.31, Synergy_HSA=2.27. (4) Drug 1: CCC1=CC2CC(C3=C(CN(C2)C1)C4=CC=CC=C4N3)(C5=C(C=C6C(=C5)C78CCN9C7C(C=CC9)(C(C(C8N6C)(C(=O)OC)O)OC(=O)C)CC)OC)C(=O)OC.C(C(C(=O)O)O)(C(=O)O)O. Drug 2: C1=CC(=CC=C1CC(C(=O)O)N)N(CCCl)CCCl.Cl. Cell line: SR. Synergy scores: CSS=87.4, Synergy_ZIP=4.36, Synergy_Bliss=4.14, Synergy_Loewe=1.29, Synergy_HSA=5.78. (5) Synergy scores: CSS=30.5, Synergy_ZIP=9.60, Synergy_Bliss=8.41, Synergy_Loewe=-50.1, Synergy_HSA=-3.39. Cell line: SF-539. Drug 2: CCC1(C2=C(COC1=O)C(=O)N3CC4=CC5=C(C=CC(=C5CN(C)C)O)N=C4C3=C2)O.Cl. Drug 1: C1C(C(OC1N2C=NC3=C(N=C(N=C32)Cl)N)CO)O. (6) Drug 1: CN(C)N=NC1=C(NC=N1)C(=O)N. Drug 2: C1C(C(OC1N2C=C(C(=O)NC2=O)F)CO)O. Cell line: HCT116. Synergy scores: CSS=40.2, Synergy_ZIP=0.613, Synergy_Bliss=0.276, Synergy_Loewe=-5.72, Synergy_HSA=2.40. (7) Drug 1: CC1=C2C(C(=O)C3(C(CC4C(C3C(C(C2(C)C)(CC1OC(=O)C(C(C5=CC=CC=C5)NC(=O)OC(C)(C)C)O)O)OC(=O)C6=CC=CC=C6)(CO4)OC(=O)C)OC)C)OC. Drug 2: CCCCC(=O)OCC(=O)C1(CC(C2=C(C1)C(=C3C(=C2O)C(=O)C4=C(C3=O)C=CC=C4OC)O)OC5CC(C(C(O5)C)O)NC(=O)C(F)(F)F)O. Cell line: MDA-MB-231. Synergy scores: CSS=44.9, Synergy_ZIP=8.45, Synergy_Bliss=7.34, Synergy_Loewe=-8.93, Synergy_HSA=8.09. (8) Drug 1: CC(CN1CC(=O)NC(=O)C1)N2CC(=O)NC(=O)C2. Drug 2: N.N.Cl[Pt+2]Cl. Cell line: SN12C. Synergy scores: CSS=20.8, Synergy_ZIP=-4.51, Synergy_Bliss=0.226, Synergy_Loewe=-0.174, Synergy_HSA=0.270. (9) Drug 1: CC(C1=C(C=CC(=C1Cl)F)Cl)OC2=C(N=CC(=C2)C3=CN(N=C3)C4CCNCC4)N. Drug 2: CN1C(=O)N2C=NC(=C2N=N1)C(=O)N. Cell line: SF-295. Synergy scores: CSS=8.73, Synergy_ZIP=-3.85, Synergy_Bliss=-5.07, Synergy_Loewe=-29.9, Synergy_HSA=-3.84. (10) Drug 1: C(CCl)NC(=O)N(CCCl)N=O. Drug 2: CC1C(C(CC(O1)OC2CC(CC3=C2C(=C4C(=C3O)C(=O)C5=CC=CC=C5C4=O)O)(C(=O)C)O)N)O. Cell line: NCI-H322M. Synergy scores: CSS=36.3, Synergy_ZIP=-7.95, Synergy_Bliss=-4.45, Synergy_Loewe=-16.2, Synergy_HSA=-4.00.